From a dataset of Full USPTO retrosynthesis dataset with 1.9M reactions from patents (1976-2016). Predict the reactants needed to synthesize the given product. (1) Given the product [C:1]([O:5][C:6]([N:8]1[CH2:14][CH2:13][C:12]2[N:15]=[C:16]([I:18])[N:17]([CH2:28][O:27][CH2:26][CH2:25][Si:22]([CH3:24])([CH3:23])[CH3:21])[C:11]=2[CH2:10][CH2:9]1)=[O:7])([CH3:4])([CH3:2])[CH3:3], predict the reactants needed to synthesize it. The reactants are: [C:1]([O:5][C:6]([N:8]1[CH2:14][CH2:13][C:12]2[N:15]=[C:16]([I:18])[NH:17][C:11]=2[CH2:10][CH2:9]1)=[O:7])([CH3:4])([CH3:3])[CH3:2].[H-].[Na+].[CH3:21][Si:22]([CH2:25][CH2:26][O:27][CH2:28]Cl)([CH3:24])[CH3:23]. (2) The reactants are: ClC1C=CC=CC=1[NH:8][C:9](=[O:35])[NH:10][C:11]1[CH:12]=[CH:13][C:14]([C:17]2[CH:25]=[C:24]3[C:20]([CH2:21][N:22]([C@@H:27]([CH:32]([CH3:34])[CH3:33])[C:28]([O:30][CH3:31])=[O:29])[C:23]3=[O:26])=[CH:19][CH:18]=2)=[N:15][CH:16]=1.NC1C=CC(C2C=C3C(CN([C@@H](C(C)C)C(OC)=O)C3=O)=CC=2)=NC=1.[Cl:61][C:62]1[CH:67]=[CH:66][C:65](N=C=O)=[C:64]([O:71][C:72]2[CH:77]=[CH:76][CH:75]=[CH:74][CH:73]=2)[CH:63]=1. Given the product [Cl:61][C:62]1[CH:67]=[CH:66][C:65]([NH:8][C:9](=[O:35])[NH:10][C:11]2[CH:12]=[CH:13][C:14]([C:17]3[CH:25]=[C:24]4[C:20]([CH2:21][N:22]([C@@H:27]([CH:32]([CH3:34])[CH3:33])[C:28]([O:30][CH3:31])=[O:29])[C:23]4=[O:26])=[CH:19][CH:18]=3)=[N:15][CH:16]=2)=[C:64]([O:71][C:72]2[CH:73]=[CH:74][CH:75]=[CH:76][CH:77]=2)[CH:63]=1, predict the reactants needed to synthesize it. (3) Given the product [Br:18][CH2:9][C:8]1[N:7]([CH3:10])[N:6]([C:11]2[CH:12]=[CH:13][CH:14]=[CH:15][CH:16]=2)[C:5](=[O:17])[C:4]=1[CH:1]([CH3:3])[CH3:2], predict the reactants needed to synthesize it. The reactants are: [CH:1]([C:4]1[C:5](=[O:17])[N:6]([C:11]2[CH:16]=[CH:15][CH:14]=[CH:13][CH:12]=2)[N:7]([CH3:10])[C:8]=1[CH3:9])([CH3:3])[CH3:2].[Br:18]Br. (4) The reactants are: Cl[C:2]1[CH:11]=[N:10][C:9]2[C:4](=[CH:5][C:6]([O:12][CH3:13])=[CH:7][CH:8]=2)[N:3]=1.Br[CH2:15][CH2:16][CH2:17][OH:18].C(O[C:24](=O)[NH:25][CH:26]1[CH2:31][CH2:30][CH2:29][NH:28][CH2:27]1)(C)(C)C.[O:33]=[C:34]1[NH:39][C:38]2[CH:40]=[C:41](C=O)[CH:42]=[CH:43][C:37]=2[S:36][CH2:35]1. Given the product [CH3:13][O:12][C:6]1[CH:5]=[C:4]2[C:9]([N:10]=[CH:11][C:2]([O:18][CH2:17][CH2:16][CH2:15][N:28]3[CH2:29][CH2:30][CH2:31][CH:26]([NH:25][CH2:24][C:41]4[CH:42]=[CH:43][C:37]5[S:36][CH2:35][C:34](=[O:33])[NH:39][C:38]=5[CH:40]=4)[CH2:27]3)=[N:3]2)=[CH:8][CH:7]=1, predict the reactants needed to synthesize it. (5) Given the product [NH2:35][C:2]1[C:10]2[S:9][C:8]([NH:11][C:12]([NH:14][CH2:15][CH3:16])=[O:13])=[N:7][C:6]=2[CH:5]=[C:4]([C:17]2[CH:18]=[N:19][C:20]([N:23]3[CH2:28][CH2:27][C:26]([CH3:34])([C:29]([O:31][CH2:32][CH3:33])=[O:30])[CH2:25][CH2:24]3)=[N:21][CH:22]=2)[CH:3]=1, predict the reactants needed to synthesize it. The reactants are: Br[C:2]1[C:10]2[S:9][C:8]([NH:11][C:12]([NH:14][CH2:15][CH3:16])=[O:13])=[N:7][C:6]=2[CH:5]=[C:4]([C:17]2[CH:18]=[N:19][C:20]([N:23]3[CH2:28][CH2:27][C:26]([CH3:34])([C:29]([O:31][CH2:32][CH3:33])=[O:30])[CH2:25][CH2:24]3)=[N:21][CH:22]=2)[CH:3]=1.[N-:35]=[N+]=[N-].[Na+].